Dataset: Forward reaction prediction with 1.9M reactions from USPTO patents (1976-2016). Task: Predict the product of the given reaction. The product is: [C:16]([O:32][C:31](=[O:33])[N:30]([CH2:29][C:28]1[CH:38]=[CH:39][C:40]([Cl:41])=[C:26]([CH2:25][OH:24])[CH:27]=1)[CH2:34][CH:35]1[CH2:36][CH2:37]1)([CH3:15])([CH3:17])[CH3:44]. Given the reactants CCCC[N+](C[CH2:15][CH2:16][CH3:17])(CCCC)CCCC.[F-].C([SiH2][O:24][C:25](C)(C)[C:26]1[CH:27]=[C:28]([CH:38]=[CH:39][C:40]=1[Cl:41])[CH2:29][N:30]([CH2:34][CH:35]1[CH2:37][CH2:36]1)[C:31](=[O:33])[OH:32])(C)(C)C.[CH3:44]COC(C)=O, predict the reaction product.